Dataset: Forward reaction prediction with 1.9M reactions from USPTO patents (1976-2016). Task: Predict the product of the given reaction. (1) The product is: [CH3:35][S:36]([C:2]1[CH:23]=[CH:22][C:5]2[C:6]([NH:15][CH:16]([CH3:21])[C:17]([CH3:20])([CH3:19])[CH3:18])=[N:7][C:8]3[CH:9]=[CH:10][NH:11][C:12](=[O:14])[C:13]=3[C:4]=2[CH:3]=1)(=[O:38])=[O:37]. Given the reactants I[C:2]1[CH:23]=[CH:22][C:5]2[C:6]([NH:15][CH:16]([CH3:21])[C:17]([CH3:20])([CH3:19])[CH3:18])=[N:7][C:8]3[CH:9]=[CH:10][NH:11][C:12](=[O:14])[C:13]=3[C:4]=2[CH:3]=1.N1CCC[C@H]1C(O)=O.[OH-].[Na+].[Na+].[CH3:35][S:36]([O-:38])=[O:37], predict the reaction product. (2) Given the reactants C[O:2][C:3](=[O:34])[C:4]1[CH:9]=[C:8]([Cl:10])[C:7]([O:11][CH3:12])=[CH:6][C:5]=1[O:13][CH2:14][CH2:15][CH2:16][N:17]1[CH2:22][CH2:21][C:20]([CH2:24][C:25]2[CH:30]=[CH:29][C:28]([F:31])=[CH:27][CH:26]=2)([OH:23])[C:19]([CH3:33])([CH3:32])[CH2:18]1.[Li+].[OH-], predict the reaction product. The product is: [Cl:10][C:8]1[C:7]([O:11][CH3:12])=[CH:6][C:5]([O:13][CH2:14][CH2:15][CH2:16][N:17]2[CH2:22][CH2:21][C:20]([CH2:24][C:25]3[CH:26]=[CH:27][C:28]([F:31])=[CH:29][CH:30]=3)([OH:23])[C:19]([CH3:33])([CH3:32])[CH2:18]2)=[C:4]([CH:9]=1)[C:3]([OH:34])=[O:2].